This data is from Forward reaction prediction with 1.9M reactions from USPTO patents (1976-2016). The task is: Predict the product of the given reaction. (1) Given the reactants [Cl:1][C:2]1[CH:7]=[CH:6][N:5]=[C:4]([CH2:8][N:9]2[CH2:14][CH2:13][O:12][CH2:11][CH:10]2[CH2:15]O)[N:3]=1.CCN(S(F)(F)[F:23])CC.C([O-])(O)=O.[Na+], predict the reaction product. The product is: [Cl:1][C:2]1[CH:7]=[CH:6][N:5]=[C:4]([CH2:8][N:9]2[CH2:14][CH2:13][O:12][CH2:11][CH:10]2[CH2:15][F:23])[N:3]=1. (2) Given the reactants Br[C:2]1[CH:3]=[N:4][C:5]([N:8]2[CH2:13][CH2:12][C@@H:11]([NH:14][C:15]3[C:20]([C:21]([NH2:23])=[O:22])=[CH:19][N:18]=[C:17]([NH:24][C:25]4[CH:30]=[CH:29][CH:28]=[CH:27][N:26]=4)[CH:16]=3)[C@@H:10]([F:31])[CH2:9]2)=[N:6][CH:7]=1.[CH3:32][N:33]1CCN(C)C1=O, predict the reaction product. The product is: [C:32]([C:2]1[CH:7]=[N:6][C:5]([N:8]2[CH2:13][CH2:12][C@@H:11]([NH:14][C:15]3[C:20]([C:21]([NH2:23])=[O:22])=[CH:19][N:18]=[C:17]([NH:24][C:25]4[CH:30]=[CH:29][CH:28]=[CH:27][N:26]=4)[CH:16]=3)[C@@H:10]([F:31])[CH2:9]2)=[N:4][CH:3]=1)#[N:33]. (3) Given the reactants [Si](OC[C@@H]1C(C)=C[C@H](O)CN1C(OC(C)(C)C)=O)(C(C)(C)C)(C)C.[Si:25]([O:32][CH2:33][C@@H:34]1[CH:39]=[C:38]([CH2:40][OH:41])[C:37](=[O:42])[CH2:36][N:35]1[C:43]([O:45][C:46]([CH3:49])([CH3:48])[CH3:47])=[O:44])([C:28]([CH3:31])([CH3:30])[CH3:29])([CH3:27])[CH3:26], predict the reaction product. The product is: [Si:25]([O:32][CH2:33][C@@H:34]1[CH:39]=[C:38]([CH2:40][OH:41])[C@H:37]([OH:42])[CH2:36][N:35]1[C:43]([O:45][C:46]([CH3:49])([CH3:48])[CH3:47])=[O:44])([C:28]([CH3:31])([CH3:30])[CH3:29])([CH3:27])[CH3:26].